The task is: Predict the reactants needed to synthesize the given product.. This data is from Full USPTO retrosynthesis dataset with 1.9M reactions from patents (1976-2016). (1) Given the product [Br:1][C:17]1[S:16][CH:15]=[C:14]([C:10]2[CH:9]=[C:8]([CH:13]=[CH:12][CH:11]=2)[C:6]#[N:7])[N:18]=1, predict the reactants needed to synthesize it. The reactants are: [BrH:1].C(O)(=O)C.[C:6]([C:8]1[CH:9]=[C:10]([C:14](=O)[CH2:15][S:16][C:17]#[N:18])[CH:11]=[CH:12][CH:13]=1)#[N:7].O. (2) Given the product [C:1]([N:8]1[CH:13]=[C:12]([CH2:14][NH2:15])[CH:11]=[N:10][CH:9]1[C:20]#[N:21])([O:3][C:4]([CH3:7])([CH3:6])[CH3:5])=[O:2], predict the reactants needed to synthesize it. The reactants are: [C:1]([N:8]1[CH:13]=[C:12]([CH2:14][NH2:15])[CH:11]=[N:10][CH:9]1S(C)(=O)=O)([O:3][C:4]([CH3:7])([CH3:6])[CH3:5])=[O:2].[C-:20]#[N:21].[K+].C1OCCOCCOCCOCCOCCOC1. (3) Given the product [C:1]([C:3]1[CH:4]=[C:5]([NH:6][CH:12]([C:14]2[CH:15]=[C:16]([C:31]([N:33]([CH3:35])[CH3:34])=[O:32])[CH:17]=[C:18]3[C:23]=2[O:22][C:21]([N:24]2[CH2:29][CH2:28][O:27][CH2:26][CH2:25]2)=[CH:20][C:19]3=[O:30])[CH3:13])[CH:7]=[CH:8][CH:9]=1)#[CH:2], predict the reactants needed to synthesize it. The reactants are: [C:1]([C:3]1[CH:4]=[C:5]([CH:7]=[CH:8][CH:9]=1)[NH2:6])#[CH:2].Br.Br[CH:12]([C:14]1[CH:15]=[C:16]([C:31]([N:33]([CH3:35])[CH3:34])=[O:32])[CH:17]=[C:18]2[C:23]=1[O:22][C:21]([N:24]1[CH2:29][CH2:28][O:27][CH2:26][CH2:25]1)=[CH:20][C:19]2=[O:30])[CH3:13]. (4) Given the product [CH2:29]([O:28][C:26](=[O:27])[C@H:25]([CH2:31][C:32]1[CH:33]=[CH:34][CH:35]=[CH:36][CH:37]=1)[N:24]([CH2:17][C:18]1[CH:19]=[CH:20][CH:21]=[CH:22][CH:23]=1)[CH2:1]/[CH:2]=[CH:3]/[C:4]1[CH:9]=[CH:8][CH:7]=[CH:6][CH:5]=1)[CH3:30], predict the reactants needed to synthesize it. The reactants are: [CH2:1](OC1C=CC=CC=1)[CH:2]=[CH:3][C:4]1[CH:9]=[CH:8][CH:7]=[CH:6][CH:5]=1.[CH2:17]([NH:24][CH:25]([CH2:31][C:32]1[CH:37]=[CH:36][CH:35]=[CH:34][CH:33]=1)[C:26]([O:28][CH2:29][CH3:30])=[O:27])[C:18]1[CH:23]=[CH:22][CH:21]=[CH:20][CH:19]=1. (5) Given the product [Cl:1][C:2]1[C:3]([C:28]2[CH:29]=[CH:30][CH:31]=[C:26]([F:25])[N:27]=2)=[CH:4][C:5]([NH:8][C:9]([C@@H:11]2[CH2:16][CH2:15][CH2:14][N:13]([C:17]([O:19][C:20]([CH3:23])([CH3:22])[CH3:21])=[O:18])[CH2:12]2)=[O:10])=[N:6][CH:7]=1, predict the reactants needed to synthesize it. The reactants are: [Cl:1][C:2]1[C:3](I)=[CH:4][C:5]([NH:8][C:9]([C@@H:11]2[CH2:16][CH2:15][CH2:14][N:13]([C:17]([O:19][C:20]([CH3:23])([CH3:22])[CH3:21])=[O:18])[CH2:12]2)=[O:10])=[N:6][CH:7]=1.[F:25][C:26]1[CH:31]=[CH:30][CH:29]=[C:28](B2OC(C)(C)C(C)(C)O2)[N:27]=1.C(=O)([O-])[O-].[Na+].[Na+]. (6) Given the product [Cl:1][C:2]1[CH:7]=[CH:6][C:5]([Cl:8])=[CH:4][C:3]=1[C:28]([C:16]1[CH:15]=[CH:20][CH:19]=[CH:18][N:17]=1)=[O:29], predict the reactants needed to synthesize it. The reactants are: [Cl:1][C:2]1[CH:7]=[CH:6][C:5]([Cl:8])=[CH:4][CH:3]=1.[Cl-].[Al+3].[Cl-].[Cl-].Cl.C(Cl)(=O)[C:15]1[CH:20]=[CH:19][CH:18]=[N:17][CH:16]=1.Cl.C([C:28](C)=[O:29])C(C)C.